From a dataset of Forward reaction prediction with 1.9M reactions from USPTO patents (1976-2016). Predict the product of the given reaction. (1) The product is: [O:15]=[C:13]1[CH2:9][C:8](=[O:10])[CH2:7][C:4]2([CH2:5][CH2:6][O:1][CH2:2][CH2:3]2)[CH:12]1[C:11]([O:18][CH3:19])=[O:17]. Given the reactants [O:1]1[CH2:6][CH2:5][C:4](=[CH:7][C:8](=[O:10])[CH3:9])[CH2:3][CH2:2]1.[C:11]([O:18][CH3:19])(=[O:17])[CH2:12][C:13]([O:15]C)=O.C[O-].[Na+], predict the reaction product. (2) Given the reactants Cl[C:2]1[N:7]=[C:6]([C:8]2[N:12]3[CH:13]=[CH:14][C:15]([C:17]([CH3:27])([O:19][Si:20]([CH2:25][CH3:26])([CH2:23][CH3:24])[CH2:21][CH3:22])[CH3:18])=[N:16][C:11]3=[N:10][CH:9]=2)[CH:5]=[CH:4][N:3]=1.CC1(C)C(C)(C)OB([C:36]2[S:37][CH:38]=[CH:39][C:40]=2[C:41]#[N:42])O1.BrC1SC=CC=1C#N, predict the reaction product. The product is: [CH3:18][C:17]([C:15]1[CH:14]=[CH:13][N:12]2[C:8]([C:6]3[CH:5]=[CH:4][N:3]=[C:2]([C:36]4[S:37][CH:38]=[CH:39][C:40]=4[C:41]#[N:42])[N:7]=3)=[CH:9][N:10]=[C:11]2[N:16]=1)([O:19][Si:20]([CH2:25][CH3:26])([CH2:23][CH3:24])[CH2:21][CH3:22])[CH3:27]. (3) Given the reactants Br[C:2]1[CH:7]=[C:6]([N:8]2[CH:12]=[CH:11][CH:10]=[CH:9]2)[CH:5]=[CH:4][N:3]=1.[Cl-].[Li+].C([Mg]Cl)(C)C.[CH2:20]([Sn:24](Cl)([CH2:29][CH2:30][CH2:31][CH3:32])[CH2:25][CH2:26][CH2:27][CH3:28])[CH2:21][CH2:22][CH3:23], predict the reaction product. The product is: [N:8]1([C:6]2[CH:5]=[CH:4][N:3]=[C:2]([Sn:24]([CH2:25][CH2:26][CH2:27][CH3:28])([CH2:29][CH2:30][CH2:31][CH3:32])[CH2:20][CH2:21][CH2:22][CH3:23])[CH:7]=2)[CH:12]=[CH:11][CH:10]=[CH:9]1. (4) The product is: [Cl:34][CH2:1][CH2:2][CH2:3][CH2:4][CH2:5][CH2:6][CH:7]=[CH:8][CH:9]=[CH:10][CH2:11][CH3:12]. Given the reactants [CH2:1](O)[CH2:2][CH2:3][CH2:4][CH2:5][CH2:6][CH:7]=[CH:8][CH:9]=[CH:10][CH2:11][CH3:12].N1C=CC=CC=1.CN(C)C=O.C1(C)C=CC(S([Cl:34])(=O)=O)=CC=1, predict the reaction product. (5) Given the reactants [C:1]1([NH2:8])[CH:6]=[CH:5][CH:4]=[CH:3][C:2]=1[NH2:7].[C:9]1([N:15]=[C:16]=[O:17])[CH:14]=[CH:13][CH:12]=[CH:11][CH:10]=1, predict the reaction product. The product is: [NH2:7][C:2]1[CH:3]=[CH:4][CH:5]=[CH:6][C:1]=1[NH:8][C:16]([NH:15][C:9]1[CH:14]=[CH:13][CH:12]=[CH:11][CH:10]=1)=[O:17].[C:1]1([NH2:8])[CH:6]=[CH:5][CH:4]=[CH:3][C:2]=1[NH2:7].